This data is from Catalyst prediction with 721,799 reactions and 888 catalyst types from USPTO. The task is: Predict which catalyst facilitates the given reaction. (1) Product: [N:31]([CH2:2][CH2:3][CH2:4][CH2:5][N:6]1[CH:10]=[C:9]([C:11]([NH:13][CH2:14][C:15]2[CH:20]=[CH:19][CH:18]=[C:17]([O:21][C:22]([F:25])([F:24])[F:23])[CH:16]=2)=[O:12])[N:8]=[N:7]1)=[N+:32]=[N-:33]. The catalyst class is: 34. Reactant: O[CH2:2][CH2:3][CH2:4][CH2:5][N:6]1[CH:10]=[C:9]([C:11]([NH:13][CH2:14][C:15]2[CH:20]=[CH:19][CH:18]=[C:17]([O:21][C:22]([F:25])([F:24])[F:23])[CH:16]=2)=[O:12])[N:8]=[N:7]1.CS(Cl)(=O)=O.[N-:31]=[N+:32]=[N-:33].[Na+]. (2) Reactant: [Br:1][C:2]1[CH:3]=[C:4]([CH:9]=[C:10]([CH2:13][CH2:14][CH2:15]OC)[C:11]=1[CH3:12])[C:5]([O:7][CH3:8])=[O:6].[I:18][Si](C)(C)C. Product: [Br:1][C:2]1[CH:3]=[C:4]([CH:9]=[C:10]([CH2:13][CH2:14][CH2:15][I:18])[C:11]=1[CH3:12])[C:5]([O:7][CH3:8])=[O:6]. The catalyst class is: 22.